From a dataset of Forward reaction prediction with 1.9M reactions from USPTO patents (1976-2016). Predict the product of the given reaction. (1) The product is: [C:50]12([NH:55][C:56]3[N:61]=[C:60]([NH:62][C@H:63]4[CH2:68][CH2:67][C:66]([CH3:69])([CH3:70])[C@@H:65]([OH:71])[CH2:64]4)[C:59]([C:72]([NH2:74])=[O:73])=[CH:58][N:57]=3)[CH2:54][CH:52]([CH2:51]1)[CH2:53]2. Given the reactants C12(NC3N=C(S(C)=O)C(C(N)=O)=CN=3)CC(C1)C2.Cl.N[C@H]1C[C@@H](O)C(C)(C)CC1.Cl.N[C@@H]1C[C@H](O)C(C)(C)CC1.CCN(C(C)C)C(C)C.[C:50]12([NH:55][C:56]3[N:61]=[C:60]([NH:62][C@@H:63]4[CH2:68][CH2:67][C:66]([CH3:70])([CH3:69])[C@H:65]([OH:71])[CH2:64]4)[C:59]([C:72]([NH2:74])=[O:73])=[CH:58][N:57]=3)[CH2:54][CH:52]([CH2:53]1)[CH2:51]2, predict the reaction product. (2) Given the reactants O[CH2:2][CH2:3][C:4]1[CH:9]=[CH:8][CH:7]=[CH:6][N:5]=1.C(N(CC)CC)C.[CH3:17][S:18](Cl)(=[O:20])=[O:19].O, predict the reaction product. The product is: [CH3:17][S:18]([CH2:2][CH2:3][C:4]1[CH:9]=[CH:8][CH:7]=[CH:6][N:5]=1)(=[O:20])=[O:19]. (3) Given the reactants [H-].[H-].[H-].[H-].[Li+].[Al+3].C([O:9][C:10](=O)[CH2:11][C:12]1[C:16]2[CH:17]=[CH:18][CH:19]=[CH:20][C:15]=2[S:14][CH:13]=1)C, predict the reaction product. The product is: [S:14]1[C:15]2[CH:20]=[CH:19][CH:18]=[CH:17][C:16]=2[C:12]([CH2:11][CH2:10][OH:9])=[CH:13]1. (4) The product is: [Cl:12][C:13]1[CH:14]=[C:15]([C@:19]([C@@H:22]2[CH2:27][CH2:26][CH2:25][N:24]([C:28]([O:30][C:31]([CH3:33])([CH3:34])[CH3:32])=[O:29])[CH2:23]2)([OH:20])[CH2:21][O:39][CH2:38][CH2:37][O:36][CH3:35])[CH:16]=[CH:17][CH:18]=1. Given the reactants B(F)(F)F.CCOCC.[H-].[Na+].[Cl:12][C:13]1[CH:14]=[C:15]([C:19]2([C@@H:22]3[CH2:27][CH2:26][CH2:25][N:24]([C:28]([O:30][C:31]([CH3:34])([CH3:33])[CH3:32])=[O:29])[CH2:23]3)[CH2:21][O:20]2)[CH:16]=[CH:17][CH:18]=1.[CH3:35][O:36][CH2:37][CH2:38][OH:39], predict the reaction product. (5) Given the reactants [OH:1][C:2]1[CH:3]=[C:4]([CH:18]=[CH:19][C:20]([NH2:22])=O)[C:5]2[O:9][C:8]([C:10]3[CH:15]=[CH:14][C:13]([OH:16])=[CH:12][CH:11]=3)=[CH:7][C:6]=2[CH:17]=1, predict the reaction product. The product is: [OH:1][C:2]1[CH:3]=[C:4]([CH:18]=[CH:19][C:20]#[N:22])[C:5]2[O:9][C:8]([C:10]3[CH:11]=[CH:12][C:13]([OH:16])=[CH:14][CH:15]=3)=[CH:7][C:6]=2[CH:17]=1. (6) Given the reactants C1C=C(Cl)C=C(C(OO)=O)C=1.[CH2:12]([O:14][CH2:15][C:16]1[N:17]([CH2:29][C:30](=[O:33])[CH2:31][CH3:32])[C:18]2[C:27]3[CH:26]=[CH:25][CH:24]=[CH:23][C:22]=3[N:21]=[CH:20][C:19]=2[N:28]=1)[CH3:13].[OH-].[NH4+:35].C1(C)C=CC(S(Cl)(=O)=O)=CC=1, predict the reaction product. The product is: [NH2:35][C:20]1[C:19]2[N:28]=[C:16]([CH2:15][O:14][CH2:12][CH3:13])[N:17]([CH2:29][C:30](=[O:33])[CH2:31][CH3:32])[C:18]=2[C:27]2[CH:26]=[CH:25][CH:24]=[CH:23][C:22]=2[N:21]=1. (7) Given the reactants Br[CH2:2][CH2:3][CH2:4][CH2:5][O:6][C:7]1[CH:22]=[CH:21][C:10]2[C:11]([C:14]3[CH:19]=[CH:18][C:17]([Cl:20])=[CH:16][CH:15]=3)=[N:12][S:13][C:9]=2[CH:8]=1.[OH:23][C@@H:24]1[CH2:28][CH2:27][NH:26][CH2:25]1, predict the reaction product. The product is: [Cl:20][C:17]1[CH:18]=[CH:19][C:14]([C:11]2[C:10]3[CH:21]=[CH:22][C:7]([O:6][CH2:5][CH2:4][CH2:3][CH2:2][N:26]4[CH2:27][CH2:28][C@@H:24]([OH:23])[CH2:25]4)=[CH:8][C:9]=3[S:13][N:12]=2)=[CH:15][CH:16]=1. (8) Given the reactants [C:1]([O:5][C:6]([N:8]1[CH2:13][CH2:12][CH2:11][CH2:10][CH:9]1[CH2:14][C:15](=[O:35])[NH:16][CH:17]1[C:26]2[C:21](=[CH:22][C:23](OS(C(F)(F)F)(=O)=O)=[CH:24][CH:25]=2)[CH2:20][CH2:19][CH2:18]1)=[O:7])([CH3:4])([CH3:3])[CH3:2].N#N.C([O-])([O-])=O.[K+].[K+].[CH2:44]([N:47]1[CH2:52][CH2:51][CH2:50][CH2:49][CH2:48]1)[CH:45]=[CH2:46], predict the reaction product. The product is: [C:1]([O:5][C:6]([N:8]1[CH2:13][CH2:12][CH2:11][CH2:10][CH:9]1[CH2:14][C:15](=[O:35])[NH:16][CH:17]1[C:26]2[C:21](=[CH:22][C:23]([C:45]([CH2:44][N:47]3[CH2:52][CH2:51][CH2:50][CH2:49][CH2:48]3)=[CH2:46])=[CH:24][CH:25]=2)[CH2:20][CH2:19][CH2:18]1)=[O:7])([CH3:3])([CH3:2])[CH3:4].